From a dataset of Forward reaction prediction with 1.9M reactions from USPTO patents (1976-2016). Predict the product of the given reaction. (1) Given the reactants [CH2:1]([O:8][C:9]1[C:14]([N+:15]([O-:17])=[O:16])=[C:13](Cl)[CH:12]=[CH:11][N:10]=1)[C:2]1[CH:7]=[CH:6][CH:5]=[CH:4][CH:3]=1.[Cl:19][C:20]1[CH:25]=[C:24]([Cl:26])[CH:23]=[CH:22][C:21]=1B(O)O.CCOC(C)=O.O, predict the reaction product. The product is: [CH2:1]([O:8][C:9]1[C:14]([N+:15]([O-:17])=[O:16])=[C:13]([C:23]2[CH:22]=[CH:21][C:20]([Cl:19])=[CH:25][C:24]=2[Cl:26])[CH:12]=[CH:11][N:10]=1)[C:2]1[CH:7]=[CH:6][CH:5]=[CH:4][CH:3]=1. (2) Given the reactants [OH2:1].CO.[OH:4][CH2:5][C:6]([CH2:19][OH:20])([CH2:9][O:10][CH2:11][C:12]([CH2:17][OH:18])([CH2:15][OH:16])[CH2:13][OH:14])[CH2:7][OH:8], predict the reaction product. The product is: [C:17]([O-:18])(=[O:1])[CH:12]=[CH2:15].[OH:14][CH2:13][C:12]([CH2:17][OH:18])([CH2:11][O:10][CH2:9][C:6]([CH2:19][OH:20])([CH2:7][OH:8])[CH2:5][OH:4])[CH2:15][OH:16]. (3) The product is: [CH2:34]([O:36][C:37](=[O:54])[CH2:38][C:39]1[CH:44]=[C:43]([C:13]2[CH:14]=[CH:15][C:16]([C:18]([F:20])([F:19])[F:21])=[CH:17][C:12]=2[CH2:11][N:10]([C:9]([O:8][CH2:1][C:2]2[CH:7]=[CH:6][CH:5]=[CH:4][CH:3]=2)=[O:33])[CH2:31][CH3:32])[CH:42]=[CH:41][C:40]=1[Cl:53])[CH3:35]. Given the reactants [CH2:1]([O:8][C:9](=[O:33])[N:10]([CH2:31][CH3:32])[CH2:11][C:12]1[CH:17]=[C:16]([C:18]([F:21])([F:20])[F:19])[CH:15]=[CH:14][C:13]=1B1OC(C)(C)C(C)(C)O1)[C:2]1[CH:7]=[CH:6][CH:5]=[CH:4][CH:3]=1.[CH2:34]([O:36][C:37](=[O:54])[CH2:38][C:39]1[CH:44]=[C:43](OS(C(F)(F)F)(=O)=O)[CH:42]=[CH:41][C:40]=1[Cl:53])[CH3:35], predict the reaction product. (4) Given the reactants [Br:1][C:2]1[CH:7]=[C:6](F)[CH:5]=[CH:4][N:3]=1.[F:9][C:10]1([F:15])[CH2:13][CH:12]([OH:14])[CH2:11]1.C([O-])([O-])=O.[Cs+].[Cs+], predict the reaction product. The product is: [Br:1][C:2]1[CH:7]=[C:6]([O:14][CH:12]2[CH2:13][C:10]([F:15])([F:9])[CH2:11]2)[CH:5]=[CH:4][N:3]=1. (5) Given the reactants [CH2:1]([NH2:4])[C:2]#[CH:3].CCN(CC)CC.[CH3:12][C:13]([O:16][C:17](O[C:17]([O:16][C:13]([CH3:15])([CH3:14])[CH3:12])=[O:18])=[O:18])([CH3:15])[CH3:14], predict the reaction product. The product is: [CH2:1]([NH:4][C:17](=[O:18])[O:16][C:13]([CH3:15])([CH3:14])[CH3:12])[C:2]#[CH:3].